Dataset: Reaction yield outcomes from USPTO patents with 853,638 reactions. Task: Predict the reaction yield, written as a fraction of the theoretical maximum amount of product (1.0 means a 100% yield; for example, 0.34 means a 34% yield). (1) The reactants are Cl[C:2]1[N:7]=[C:6]([CH2:8][CH2:9][C:10]2[CH:15]=[CH:14][CH:13]=[CH:12][C:11]=2[CH:16]([CH3:20])[C:17]([NH2:19])=[O:18])[C:5]([Cl:21])=[CH:4][N:3]=1.[NH2:22][C:23]1[CH:24]=[N:25][N:26](C(OC(C)(C)C)=O)[CH:27]=1. The catalyst is CO.O. The product is [NH:25]1[CH:24]=[C:23]([NH:22][C:2]2[N:7]=[C:6]([CH2:8][CH2:9][C:10]3[CH:15]=[CH:14][CH:13]=[CH:12][C:11]=3[CH:16]([CH3:20])[C:17]([NH2:19])=[O:18])[C:5]([Cl:21])=[CH:4][N:3]=2)[CH:27]=[N:26]1. The yield is 0.520. (2) The reactants are [C:1]([O:4][CH2:5][C:6]([CH3:36])([CH3:35])[CH2:7][N:8]1[C:14]2[CH:15]=[CH:16][C:17]([Cl:19])=[CH:18][C:13]=2[C@@H:12]([C:20]2[CH:25]=[CH:24][CH:23]=[C:22]([O:26][CH3:27])[C:21]=2[O:28][CH3:29])[O:11][C@H:10]([CH2:30][C:31](O)=[O:32])[C:9]1=[O:34])(=[O:3])[CH3:2].C(N(CC)CC)C.ClC(OCC(C)C)=O.Cl.[NH2:53][C:54]1[S:55][C:56]([CH2:59][C:60]([O:62][CH2:63][CH3:64])=[O:61])=[CH:57][N:58]=1.N1C=CC=CC=1. The catalyst is CN(C)C=O.O. The product is [C:1]([O:4][CH2:5][C:6]([CH3:35])([CH3:36])[CH2:7][N:8]1[C:14]2[CH:15]=[CH:16][C:17]([Cl:19])=[CH:18][C:13]=2[C@@H:12]([C:20]2[CH:25]=[CH:24][CH:23]=[C:22]([O:26][CH3:27])[C:21]=2[O:28][CH3:29])[O:11][C@H:10]([CH2:30][C:31]([NH:53][C:54]2[S:55][C:56]([CH2:59][C:60]([O:62][CH2:63][CH3:64])=[O:61])=[CH:57][N:58]=2)=[O:32])[C:9]1=[O:34])(=[O:3])[CH3:2]. The yield is 0.892. (3) The reactants are C([O-])(=O)C.[NH4+].C(#N)C.[C:9]([C:12]1[N:13]([NH:17][C:18](=O)OC(C)(C)C)[CH:14]=[CH:15][CH:16]=1)(=O)[NH2:10].FC(F)(F)C(O)=O.C1C=C2C(N=CNN2C=1)=O.CN(C)C1C=CC=CC=1.P(Cl)(Cl)([Cl:53])=O. The catalyst is ClCCl.[Cl-].C([N+](CC)(CC)CC)C1C=CC=CC=1.C(#N)C. The product is [CH:15]1[CH:16]=[C:12]2[C:9]([Cl:53])=[N:10][CH:18]=[N:17][N:13]2[CH:14]=1. The yield is 0.616. (4) The reactants are [NH2:1][C:2]1[CH:3]=[N:4][CH:5]=[CH:6][CH:7]=1.[C:8](Cl)(=[O:12])[O:9][CH2:10][CH3:11].[OH-].[Na+]. The catalyst is O. The product is [N:4]1[CH:5]=[CH:6][CH:7]=[C:2]([NH:1][C:8](=[O:12])[O:9][CH2:10][CH3:11])[CH:3]=1. The yield is 0.841. (5) The reactants are [NH2:1][CH2:2][C@@H:3]([C:25]([O:27]C)=[O:26])[NH:4][C:5](=[O:24])[C:6]1[CH:11]=[CH:10][C:9]([C:12]([NH:14][CH2:15][C:16]2[CH:21]=[CH:20][CH:19]=[C:18]([OH:22])[CH:17]=2)=[O:13])=[CH:8][C:7]=1[Cl:23].[NH2:29][N:30]=[CH:31]S(O)(=O)=O.O.[OH-].[Li+]. The catalyst is CO.C(N(CC)CC)C. The product is [Cl:23][C:7]1[CH:8]=[C:9]([C:12]([NH:14][CH2:15][C:16]2[CH:21]=[CH:20][CH:19]=[C:18]([OH:22])[CH:17]=2)=[O:13])[CH:10]=[CH:11][C:6]=1[C:5]([NH:4][C@H:3]([C:25]([OH:27])=[O:26])[CH2:2][NH:1][CH:31]=[N:30][NH2:29])=[O:24]. The yield is 0.330. (6) The yield is 0.620. The reactants are [NH2:1][N:2]1[C:7]([C:8]([F:11])([F:10])[F:9])=[CH:6][C:5]([C:12]2[CH:17]=[CH:16][C:15]([C:18]([F:21])([F:20])[F:19])=[CH:14][CH:13]=2)=[CH:4][C:3]1=S.CC1N2N=CC=C2N=C([C:33]2[CH:38]=[CH:37]C(C(F)(F)F)=CC=2)C=1.C([O-])(O)=[O:44].[Na+].[CH3:48][CH2:49][OH:50]. The product is [CH2:49]([O:50][C:33]([C:38]1[CH:37]=[N:1][N:2]2[C:7]([C:8]([F:11])([F:10])[F:9])=[CH:6][C:5]([C:12]3[CH:17]=[CH:16][C:15]([C:18]([F:21])([F:20])[F:19])=[CH:14][CH:13]=3)=[CH:4][C:3]=12)=[O:44])[CH3:48]. No catalyst specified. (7) The reactants are [CH3:1][O:2][C:3](=[O:12])[C:4]1[C:5](=[CH:7][CH:8]=[C:9]([I:11])[CH:10]=1)[NH2:6].C(N(CC)CC)C.[CH3:20][S:21](Cl)(=[O:23])=[O:22]. The catalyst is C(Cl)Cl. The product is [I:11][C:9]1[CH:8]=[CH:7][C:5]([NH:6][S:21]([CH3:20])(=[O:23])=[O:22])=[C:4]([CH:10]=1)[C:3]([O:2][CH3:1])=[O:12]. The yield is 0.460.